From a dataset of Reaction yield outcomes from USPTO patents with 853,638 reactions. Predict the reaction yield, written as a fraction of the theoretical maximum amount of product (1.0 means a 100% yield; for example, 0.34 means a 34% yield). The reactants are Br[C:2]1[CH:7]=[CH:6][CH:5]=[CH:4][C:3]=1[O:8][CH3:9].[CH2:10]([NH2:16])[CH2:11][CH2:12][CH2:13][CH2:14][CH3:15]. No catalyst specified. The product is [CH3:9][O:8][C:3]1[CH:4]=[CH:5][CH:6]=[CH:7][C:2]=1[NH:16][CH2:10][CH2:11][CH2:12][CH2:13][CH2:14][CH3:15]. The yield is 0.890.